The task is: Predict which catalyst facilitates the given reaction.. This data is from Catalyst prediction with 721,799 reactions and 888 catalyst types from USPTO. Reactant: C([C:3]1[C:12](=[O:13])[C:11]2[C:6](=[CH:7][C:8]([OH:14])=[CH:9][CH:10]=2)[O:5][CH:4]=1)=O.C([O-])([O-])=O.[K+].[K+].Cl. Product: [OH:14][C:8]1[CH:7]=[C:6]2[C:11]([C:12](=[O:13])[CH:3]=[CH:4][O:5]2)=[CH:10][CH:9]=1. The catalyst class is: 6.